This data is from Reaction yield outcomes from USPTO patents with 853,638 reactions. The task is: Predict the reaction yield, written as a fraction of the theoretical maximum amount of product (1.0 means a 100% yield; for example, 0.34 means a 34% yield). The reactants are [N:1]1([C:7]2[CH:8]=[C:9]([C:31]([O:33]C)=[O:32])[C:10]3[N:14]=[C:13]([C:15]([F:18])([F:17])[F:16])[N:12]([CH2:19][C:20]4[C:29]5[C:24](=[CH:25][CH:26]=[CH:27][CH:28]=5)[CH:23]=[CH:22][CH:21]=4)[C:11]=3[CH:30]=2)[CH2:6][CH2:5][O:4][CH2:3][CH2:2]1.[OH-].[Na+].Cl. The catalyst is CO. The product is [N:1]1([C:7]2[CH:8]=[C:9]([C:31]([OH:33])=[O:32])[C:10]3[N:14]=[C:13]([C:15]([F:18])([F:16])[F:17])[N:12]([CH2:19][C:20]4[C:29]5[C:24](=[CH:25][CH:26]=[CH:27][CH:28]=5)[CH:23]=[CH:22][CH:21]=4)[C:11]=3[CH:30]=2)[CH2:2][CH2:3][O:4][CH2:5][CH2:6]1. The yield is 0.820.